The task is: Predict the reaction yield, written as a fraction of the theoretical maximum amount of product (1.0 means a 100% yield; for example, 0.34 means a 34% yield).. This data is from Reaction yield outcomes from USPTO patents with 853,638 reactions. (1) The reactants are [N:1]1[CH:6]=[CH:5][C:4]([CH2:7][NH:8][C:9]2[CH:17]=[CH:16][CH:15]=[CH:14][C:10]=2[C:11]([OH:13])=O)=[CH:3][CH:2]=1.[NH2:18][C:19]1[CH:20]=[C:21]2[C:25](=[CH:26][C:27]=1[Cl:28])[NH:24][N:23]=[CH:22]2.CN1CCOCC1.F[P-](F)(F)(F)(F)F.N1(OC(N(C)C)=[N+](C)C)C2N=CC=CC=2N=N1. The catalyst is CN(C)C=O.O. The product is [Cl:28][C:27]1[CH:26]=[C:25]2[C:21]([CH:22]=[N:23][NH:24]2)=[CH:20][C:19]=1[NH:18][C:11](=[O:13])[C:10]1[CH:14]=[CH:15][CH:16]=[CH:17][C:9]=1[NH:8][CH2:7][C:4]1[CH:3]=[CH:2][N:1]=[CH:6][CH:5]=1. The yield is 0.302. (2) The reactants are Cl[C:2]1[CH:7]=[C:6]([CH3:8])[CH:5]=[CH:4][N:3]=1.[CH3:9][O-:10].[Na+].CO. No catalyst specified. The product is [CH3:9][O:10][C:2]1[CH:7]=[C:6]([CH3:8])[CH:5]=[CH:4][N:3]=1. The yield is 0.750.